Task: Predict the product of the given reaction.. Dataset: Forward reaction prediction with 1.9M reactions from USPTO patents (1976-2016) (1) Given the reactants [C:1]([N:8]1[CH2:16][CH2:15][CH:11]([C:12](O)=O)[CH2:10][CH2:9]1)([O:3]C(C)(C)C)=O.N1CC[CH:20]([C:21](O)=[O:22])CC1.[CH3:26]N1CCOCC1.ClC(OCC(C)C)=O.[NH2:41][C:42]1[N:43]=[CH:44][C:45](/[C:57](=[N:59]/[NH2:60])/[NH2:58])=[N:46][C:47]=1[C:48]1[O:49][C:50]([C:53]([CH3:56])([CH3:55])[CH3:54])=[N:51][N:52]=1, predict the reaction product. The product is: [NH2:41][C:42]1[N:43]=[CH:44][C:45]([C:57]2[N:59]([CH3:26])[N:60]=[C:12]([CH:11]3[CH2:10][CH2:9][N:8]([C:1](=[O:3])[CH2:20][CH2:21][OH:22])[CH2:16][CH2:15]3)[N:58]=2)=[N:46][C:47]=1[C:48]1[O:49][C:50]([C:53]([CH3:54])([CH3:55])[CH3:56])=[N:51][N:52]=1. (2) Given the reactants [Br:1][C:2]1[CH:7]=[CH:6][C:5]([N:8]2[C:19]3[C:11](=[CH:12][C:13]4[O:17][CH:16]=[N:15][C:14]=4[C:18]=3[F:20])[NH:10][C:9]2=[O:21])=[C:4]([Cl:22])[CH:3]=1.C(N(CC)CC)C.[CH:30]1([S:33](Cl)(=[O:35])=[O:34])[CH2:32][CH2:31]1, predict the reaction product. The product is: [Br:1][C:2]1[CH:7]=[CH:6][C:5]([N:8]2[C:19]3[C:11](=[CH:12][C:13]4[O:17][CH:16]=[N:15][C:14]=4[C:18]=3[F:20])[N:10]([S:33]([CH:30]3[CH2:32][CH2:31]3)(=[O:35])=[O:34])[C:9]2=[O:21])=[C:4]([Cl:22])[CH:3]=1. (3) Given the reactants C([Si](C)(C)[O:6][CH2:7][CH2:8][O:9][CH2:10][C:11]1[CH:16]=[CH:15][C:14]([CH:17]([CH2:19][CH2:20][CH2:21][CH2:22][CH2:23][CH2:24][CH2:25][CH2:26][CH3:27])[CH3:18])=[CH:13][CH:12]=1)(C)(C)C.[F-].C([N+](CCCC)(CCCC)CCCC)CCC, predict the reaction product. The product is: [CH3:18][CH:17]([C:14]1[CH:13]=[CH:12][C:11]([CH2:10][O:9][CH2:8][CH2:7][OH:6])=[CH:16][CH:15]=1)[CH2:19][CH2:20][CH2:21][CH2:22][CH2:23][CH2:24][CH2:25][CH2:26][CH3:27]. (4) Given the reactants C(O)C([NH2:7])(CO)CO.[Cl-:9].[Na+].C([N:13](CC(O)=O)[CH2:14][C:15]([OH:17])=[O:16])C[N:13](CC(O)=O)[CH2:14][C:15]([OH:17])=[O:16].CC(C[C@H]([NH:58][C:59](C)=[O:60])C(N[C@H](C(N[C@H](C(O)=O)CCCN=C(N)N)=O)CC(C)C)=O)C.C(N)(=N)C1C=CC=CC=1, predict the reaction product. The product is: [ClH:9].[NH2:13][CH2:14][C:15]([OH:17])=[O:16].[NH2:58][C:59]([NH2:7])=[O:60]. (5) Given the reactants Cl.[CH3:2][C:3]1([CH3:7])[CH2:6][NH:5][CH2:4]1.CCN(CC)CC.[Br:15][C:16]1[CH:24]=[CH:23][C:19]([C:20](Cl)=[O:21])=[CH:18][CH:17]=1, predict the reaction product. The product is: [Br:15][C:16]1[CH:24]=[CH:23][C:19]([C:20]([N:5]2[CH2:6][C:3]([CH3:7])([CH3:2])[CH2:4]2)=[O:21])=[CH:18][CH:17]=1. (6) Given the reactants [C:1]([OH:5])(=O)[CH:2]=[CH2:3].[Cl:6][C:7]1[CH:15]=[C:14]2[C:10]([C:11]([NH:16][CH:17]3[CH2:22][CH2:21][NH:20][CH2:19][CH2:18]3)=[N:12][NH:13]2)=[CH:9][C:8]=1[C:23]1[CH:28]=[CH:27][CH:26]=[CH:25][C:24]=1[Cl:29].C1C=CC2N(O)N=NC=2C=1.CCN=C=NCCCN(C)C, predict the reaction product. The product is: [Cl:6][C:7]1[CH:15]=[C:14]2[C:10]([C:11]([NH:16][CH:17]3[CH2:22][CH2:21][N:20]([C:1](=[O:5])[CH:2]=[CH2:3])[CH2:19][CH2:18]3)=[N:12][NH:13]2)=[CH:9][C:8]=1[C:23]1[CH:28]=[CH:27][CH:26]=[CH:25][C:24]=1[Cl:29]. (7) Given the reactants [C:1](=[O:4])([O-])[O-:2].[K+].[K+].O[C:8]1[CH:16]=[CH:15][C:11](C(O)=O)=[CH:10][C:9]=1[O:17][CH3:18].CN(C)[CH:21]=[O:22].Br[CH2:25][C:26]1[CH:31]=[CH:30][CH:29]=[CH:28][CH:27]=1, predict the reaction product. The product is: [CH2:18]([O:17][C:9]1[CH:8]=[CH:16][C:15]([C:1]([O:2][CH2:25][C:26]2[CH:31]=[CH:30][CH:29]=[CH:28][CH:27]=2)=[O:4])=[CH:11][C:10]=1[O:22][CH3:21])[C:8]1[CH:16]=[CH:15][CH:11]=[CH:10][CH:9]=1.